Dataset: Full USPTO retrosynthesis dataset with 1.9M reactions from patents (1976-2016). Task: Predict the reactants needed to synthesize the given product. Given the product [CH2:1]([CH:4]([CH2:7][CH2:8][CH2:9][CH2:10][CH3:11])[CH2:5][NH2:12])[CH2:2][CH3:3], predict the reactants needed to synthesize it. The reactants are: [CH2:1]([CH:4]([CH2:7][CH2:8][CH2:9][CH2:10][CH3:11])[CH2:5]O)[CH2:2][CH3:3].[NH3:12].